From a dataset of Reaction yield outcomes from USPTO patents with 853,638 reactions. Predict the reaction yield, written as a fraction of the theoretical maximum amount of product (1.0 means a 100% yield; for example, 0.34 means a 34% yield). (1) The yield is 0.830. The catalyst is ClCCl. The product is [F:39][C:40]([F:45])([F:44])[C:41]([OH:43])=[O:42].[Cl:32][C:29]1[CH:30]=[CH:31][C:26]([C:11]2([C:24]#[N:25])[CH:10]([CH2:34][C:35]([CH3:38])([CH3:37])[CH3:36])[NH:9][CH:8]([C:6]([OH:7])=[O:5])[CH:12]2[C:13]2[CH:18]=[CH:17][C:16]([C:19]([F:21])([F:22])[F:20])=[C:15]([Cl:23])[CH:14]=2)=[C:27]([F:33])[CH:28]=1. The reactants are C([O:5][C:6]([CH:8]1[CH:12]([C:13]2[CH:18]=[CH:17][C:16]([C:19]([F:22])([F:21])[F:20])=[C:15]([Cl:23])[CH:14]=2)[C:11]([C:26]2[CH:31]=[CH:30][C:29]([Cl:32])=[CH:28][C:27]=2[F:33])([C:24]#[N:25])[CH:10]([CH2:34][C:35]([CH3:38])([CH3:37])[CH3:36])[NH:9]1)=[O:7])(C)(C)C.[F:39][C:40]([F:45])([F:44])[C:41]([OH:43])=[O:42]. (2) The reactants are [CH3:1][C:2]([C:6]1[NH:7][C:8](=[O:12])[CH:9]=[CH:10][CH:11]=1)([CH3:5])[C:3]#[N:4].Cl[C:14]([F:20])([F:19])C(OC)=O.C(=O)([O-])[O-].[Cs+].[Cs+]. The catalyst is CN(C=O)C. The product is [F:19][CH:14]([F:20])[O:12][C:8]1[N:7]=[C:6]([C:2]([CH3:1])([CH3:5])[C:3]#[N:4])[CH:11]=[CH:10][CH:9]=1. The yield is 0.570. (3) The reactants are [C:1](=[NH:21])([O:3][CH2:4][CH2:5][C:6]1[CH:11]=[CH:10][C:9]([O:12][C:13]2[CH:18]=[CH:17][C:16]([Cl:19])=[C:15]([CH3:20])[CH:14]=2)=[CH:8][CH:7]=1)[NH2:2].[CH:22]([CH:24]([CH2:29][C:30]1[CH:31]=[N:32][C:33]([O:36][CH3:37])=[N:34][CH:35]=1)[C:25](OC)=O)=[O:23].C([O-])([O-])=O.[K+].[K+]. The catalyst is CN1C(=O)CCC1. The product is [Cl:19][C:16]1[CH:17]=[CH:18][C:13]([O:12][C:9]2[CH:8]=[CH:7][C:6]([CH2:5][CH2:4][O:3][C:1]3[NH:2][CH:25]=[C:24]([CH2:29][C:30]4[CH:31]=[N:32][C:33]([O:36][CH3:37])=[N:34][CH:35]=4)[C:22](=[O:23])[N:21]=3)=[CH:11][CH:10]=2)=[CH:14][C:15]=1[CH3:20]. The yield is 0.0785. (4) The reactants are [CH3:1][O:2][C:3]1[C:4]([O:23][CH3:24])=[CH:5][C:6]2[NH:12][C:11](=O)[CH2:10][N:9]=[C:8]([C:14]3[CH:15]=[C:16]([CH:19]=[CH:20][CH:21]=3)[C:17]#[N:18])[C:7]=2[CH:22]=1.P12(SP3(SP(SP(S3)(S1)=S)(=S)S2)=S)=[S:26].[Na+].[Cl-]. The catalyst is N1C=CC=CC=1. The product is [C:17]([C:16]1[CH:15]=[C:14]([C:8]2[C:7]3[CH:22]=[C:3]([O:2][CH3:1])[C:4]([O:23][CH3:24])=[CH:5][C:6]=3[NH:12][C:11](=[S:26])[CH2:10][N:9]=2)[CH:21]=[CH:20][CH:19]=1)#[N:18]. The yield is 0.760. (5) The reactants are [NH:1]1[CH2:6][CH2:5][O:4][CH2:3][CH2:2]1.[CH3:7][O:8][C:9](=[O:17])[C:10]1[CH:15]=[CH:14][C:13](F)=[CH:12][CH:11]=1. The catalyst is O. The product is [CH3:7][O:8][C:9](=[O:17])[C:10]1[CH:15]=[CH:14][C:13]([N:1]2[CH2:6][CH2:5][O:4][CH2:3][CH2:2]2)=[CH:12][CH:11]=1. The yield is 0.231. (6) The reactants are [N+:1]([C:4]1[CH:9]=[CH:8][C:7]([C:10]2[CH:15]=[N:14][CH:13]=[CH:12][N:11]=2)=[CH:6][C:5]=1[NH:16][C:17]([N:19]1[CH2:23][CH2:22][CH2:21][CH2:20]1)=[O:18])([O-])=O. The catalyst is CO.C1COCC1.[Pd]. The product is [NH2:1][C:4]1[CH:9]=[CH:8][C:7]([C:10]2[CH:15]=[N:14][CH:13]=[CH:12][N:11]=2)=[CH:6][C:5]=1[NH:16][C:17]([N:19]1[CH2:23][CH2:22][CH2:21][CH2:20]1)=[O:18]. The yield is 0.700.